From a dataset of Full USPTO retrosynthesis dataset with 1.9M reactions from patents (1976-2016). Predict the reactants needed to synthesize the given product. (1) Given the product [C:1]([C:3]1([C:6]([NH:42][C:43]2[CH:48]=[CH:47][CH:46]=[C:45]([C:49]3[CH:54]=[CH:53][CH:52]=[CH:51][CH:50]=3)[C:44]=2[C:55]([NH2:57])=[O:56])=[O:8])[CH2:5][CH2:4]1)#[N:2], predict the reactants needed to synthesize it. The reactants are: [C:1]([C:3]1([C:6]([OH:8])=O)[CH2:5][CH2:4]1)#[N:2].CN(C(ON1N=NC2C=CC=NC1=2)=[N+](C)C)C.F[P-](F)(F)(F)(F)F.CCN(C(C)C)C(C)C.[NH2:42][C:43]1[CH:48]=[CH:47][CH:46]=[C:45]([C:49]2[CH:54]=[CH:53][CH:52]=[CH:51][CH:50]=2)[C:44]=1[C:55]([NH2:57])=[O:56]. (2) Given the product [CH3:23][S:24]([O:4][CH2:5][CH2:6][CH2:7][CH2:8][CH2:9][CH2:10][CH2:11][CH2:12][C:13]([O:15][CH3:16])=[O:14])(=[O:26])=[O:25], predict the reactants needed to synthesize it. The reactants are: ClCCl.[OH:4][CH2:5][CH2:6][CH2:7][CH2:8][CH2:9][CH2:10][CH2:11][CH2:12][C:13]([O:15][CH3:16])=[O:14].N1C=CC=CC=1.[CH3:23][S:24](Cl)(=[O:26])=[O:25]. (3) Given the product [NH:2]([S:3]([C:6]([F:9])([F:7])[F:8])(=[O:5])=[O:4])[S:10]([C:13]([F:16])([F:15])[F:14])(=[O:12])=[O:11].[NH:2]([S:3]([C:6]([F:9])([F:7])[F:8])(=[O:5])=[O:4])[S:10]([C:13]([F:16])([F:15])[F:14])(=[O:12])=[O:11].[Cr+3:1], predict the reactants needed to synthesize it. The reactants are: [Cr:1].[NH:2]([S:10]([C:13]([F:16])([F:15])[F:14])(=[O:12])=[O:11])[S:3]([C:6]([F:9])([F:8])[F:7])(=[O:5])=[O:4]. (4) Given the product [Cl:45][C:4]1[CH:3]=[C:2]([Cl:1])[CH:26]=[CH:25][C:5]=1[CH2:6][C:7]1([OH:24])[CH2:12][CH2:11][N:10]([S:13]([C:16]2[C:17]([CH3:23])=[N:18][N:19]([CH3:22])[C:20]=2[CH3:21])(=[O:15])=[O:14])[CH2:9][CH2:8]1, predict the reactants needed to synthesize it. The reactants are: [Cl:1][C:2]1[CH:26]=[CH:25][C:5]([CH2:6][C:7]2([OH:24])[CH2:12][CH2:11][N:10]([S:13]([C:16]3[C:17]([CH3:23])=[N:18][N:19]([CH3:22])[C:20]=3[CH3:21])(=[O:15])=[O:14])[CH2:9][CH2:8]2)=[CH:4][CH:3]=1.CN1C(C)=C(S(N2CCC(=O)CC2)(=O)=O)C(C)=N1.[Cl:45]C1C=C(Cl)C=CC=1CCl. (5) Given the product [Cl:11][C:12]1[CH:26]=[CH:25][CH:24]=[CH:23][C:13]=1[C:14]([N:16]1[CH2:20][CH2:19][CH2:18][C@H:17]1[CH:21]([CH2:1][CH3:2])[OH:22])=[O:15], predict the reactants needed to synthesize it. The reactants are: [C:1](Cl)(=O)[C:2](Cl)=O.CS(C)=O.[Cl:11][C:12]1[CH:26]=[CH:25][CH:24]=[CH:23][C:13]=1[C:14]([N:16]1[CH2:20][CH2:19][CH2:18][CH:17]1[CH2:21][OH:22])=[O:15].C(N(CC)CC)C.C([Mg]Br)C.[Cl-].[NH4+]. (6) Given the product [CH2:23]([O:25][C:26]([C:27]1[C:6](=[O:22])[N:7]([CH2:13][C:14]2[CH:19]=[CH:18][C:17]([F:20])=[CH:16][C:15]=2[F:21])[N:8]2[CH:9]=[CH:10][CH:11]=[C:12]2[C:28]=1[OH:29])=[O:38])[CH3:24], predict the reactants needed to synthesize it. The reactants are: C(O[C:6](=[O:22])[N:7]([CH2:13][C:14]1[CH:19]=[CH:18][C:17]([F:20])=[CH:16][C:15]=1[F:21])[N:8]1[CH:12]=[CH:11][CH:10]=[CH:9]1)(C)(C)C.[CH2:23]([O:25][C:26](=[O:38])[CH:27](C(OCC)=O)[C:28](OCC)=[O:29])[CH3:24].